Dataset: Reaction yield outcomes from USPTO patents with 853,638 reactions. Task: Predict the reaction yield, written as a fraction of the theoretical maximum amount of product (1.0 means a 100% yield; for example, 0.34 means a 34% yield). (1) The reactants are Cl.[C:2]1([CH2:8][C:9](=[NH:13])[O:10][CH2:11][CH3:12])[CH:7]=[CH:6][CH:5]=[CH:4][CH:3]=1.Cl[C:15]([O:17][CH2:18][CH3:19])=[O:16]. The catalyst is C(Cl)Cl.CCOC(C)=O. The yield is 0.930. The product is [CH2:18]([O:17][C:15]([N:13]=[C:9]([O:10][CH2:11][CH3:12])[CH2:8][C:2]1[CH:7]=[CH:6][CH:5]=[CH:4][CH:3]=1)=[O:16])[CH3:19]. (2) The product is [C:1]([O:5][C:6](=[O:7])[NH:8][C:9]([CH3:25])([CH3:26])[CH2:10][C:11]1[C:19]2[C:14](=[C:15]([O:20][CH2:21][C:22](=[O:23])[NH:28][CH3:27])[CH:16]=[CH:17][CH:18]=2)[NH:13][CH:12]=1)([CH3:3])([CH3:4])[CH3:2]. The reactants are [C:1]([O:5][C:6]([NH:8][C:9]([CH3:26])([CH3:25])[CH2:10][C:11]1[C:19]2[C:14](=[C:15]([O:20][CH2:21][C:22](O)=[O:23])[CH:16]=[CH:17][CH:18]=2)[NH:13][CH:12]=1)=[O:7])([CH3:4])([CH3:3])[CH3:2].[CH3:27][NH2:28]. The yield is 0.750. The catalyst is CN(C)C=O. (3) The reactants are Br[C:2]1[CH:7]=[CH:6][C:5]([C:8]2[C:9]3[C:14]([C:15]([C:22]4[CH:27]=[CH:26][CH:25]=[CH:24][CH:23]=4)=[C:16]4[C:21]=2[CH:20]=[CH:19][CH:18]=[CH:17]4)=[CH:13][CH:12]=[CH:11][CH:10]=3)=[CH:4][CH:3]=1.C([Li])CCC.[B:33]([O:38]C)(OC)[O:34]C.Cl. The catalyst is O1CCCC1. The product is [C:5]1([C:8]2[C:9]3[C:14](=[CH:13][CH:12]=[CH:11][CH:10]=3)[C:15]([C:22]3[CH:23]=[CH:24][C:25]([B:33]([OH:38])[OH:34])=[CH:26][CH:27]=3)=[C:16]3[C:21]=2[CH:20]=[CH:19][CH:18]=[CH:17]3)[CH:6]=[CH:7][CH:2]=[CH:3][CH:4]=1. The yield is 0.840. (4) The yield is 0.410. The catalyst is O1CCCC1. The reactants are Cl[C:2]1[N:7]=[C:6](Cl)[N:5]=[C:4]([C:9]2[CH:14]=[C:13]([Cl:15])[CH:12]=[CH:11][C:10]=2[CH3:16])[N:3]=1.[CH:17]([C:19]1[CH:24]=[CH:23][C:22]([NH2:25])=[CH:21][CH:20]=1)=[CH2:18].C([N:29](CC)C(C)C)(C)C.N. The product is [Cl:15][C:13]1[CH:12]=[CH:11][C:10]([CH3:16])=[C:9]([C:4]2[N:5]=[C:6]([NH:25][C:22]3[CH:23]=[CH:24][C:19]([CH:17]=[CH2:18])=[CH:20][CH:21]=3)[N:7]=[C:2]([NH2:29])[N:3]=2)[CH:14]=1. (5) The reactants are C(NC(C)C)(C)C.[Li]CCCC.[Br:13][C:14]1[C:18]([Br:19])=[CH:17][S:16][CH:15]=1.CN([CH:23]=[O:24])C. The catalyst is C1COCC1. The product is [Br:13][C:14]1[C:18]([Br:19])=[CH:17][S:16][C:15]=1[CH:23]=[O:24]. The yield is 0.450. (6) The reactants are [CH3:1][N:2]([CH2:4][C:5]1[CH:10]=[CH:9][CH:8]=[CH:7][C:6]=1[S:11][C:12]1[CH:17]=[CH:16][C:15]([F:18])=[CH:14][C:13]=1[N+:19]([O-])=O)[CH3:3].Cl[Sn]Cl. The catalyst is CO.Cl. The product is [CH3:3][N:2]([CH2:4][C:5]1[CH:10]=[CH:9][CH:8]=[CH:7][C:6]=1[S:11][C:12]1[CH:17]=[CH:16][C:15]([F:18])=[CH:14][C:13]=1[NH2:19])[CH3:1]. The yield is 0.427. (7) The reactants are C([N:8]1[C:16]2[C:15](=[O:17])[N:14]([CH2:18][CH2:19][CH2:20][CH2:21][CH2:22][C:23]([OH:26])([CH3:25])[CH3:24])[C:13](=[O:27])[N:12]([CH3:28])[C:11]=2[N:10]=[CH:9]1)C1C=CC=CC=1.C(N1C2C(=O)NC(=O)N(C)C=2N=C1)C1C=CC=CC=1.BrCCCCCC(O)(C)C. No catalyst specified. The product is [OH:26][C:23]([CH3:25])([CH3:24])[CH2:22][CH2:21][CH2:20][CH2:19][CH2:18][N:14]1[C:15](=[O:17])[C:16]2[NH:8][CH:9]=[N:10][C:11]=2[N:12]([CH3:28])[C:13]1=[O:27]. The yield is 0.775. (8) The reactants are [C:1]1([C:7]2[NH:8][C:9]3[C:14]([C:15]=2[CH:16]=[O:17])=[CH:13][CH:12]=[CH:11][CH:10]=3)[CH:6]=[CH:5][CH:4]=[CH:3][CH:2]=1.[H-].[Na+].I[CH3:21].O. The product is [CH3:21][N:8]1[C:9]2[C:14](=[CH:13][CH:12]=[CH:11][CH:10]=2)[C:15]([CH:16]=[O:17])=[C:7]1[C:1]1[CH:2]=[CH:3][CH:4]=[CH:5][CH:6]=1. The yield is 0.673. The catalyst is CN(C=O)C. (9) The product is [Br:1][C:2]1[CH:3]=[CH:4][C:5]([C:8](=[O:14])[CH2:9][CH2:10][C:11]([O:13][CH3:20])=[O:12])=[CH:6][CH:7]=1. No catalyst specified. The yield is 0.890. The reactants are [Br:1][C:2]1[CH:7]=[CH:6][C:5]([C:8](=[O:14])[CH2:9][CH2:10][C:11]([OH:13])=[O:12])=[CH:4][CH:3]=1.OS(O)(=O)=O.[CH3:20]O.